This data is from Forward reaction prediction with 1.9M reactions from USPTO patents (1976-2016). The task is: Predict the product of the given reaction. (1) Given the reactants [Cl:1][C:2]1[CH:7]=[C:6]2[NH:8][C:9](=[O:30])[C:10]3([CH:15]([C:16]4[CH:21]=[CH:20][CH:19]=[C:18]([Cl:22])[CH:17]=4)[CH2:14][CH2:13][NH:12][CH:11]3[C:23]3[CH:28]=[CH:27][CH:26]=[C:25]([F:29])[CH:24]=3)[C:5]2=[CH:4][CH:3]=1.[N:31]([CH2:34][C:35]1[CH:40]=[CH:39][CH:38]=[CH:37][CH:36]=1)=[C:32]=[O:33], predict the reaction product. The product is: [CH2:34]([NH:31][C:32]([N:12]1[CH2:13][CH2:14][CH:15]([C:16]2[CH:21]=[CH:20][CH:19]=[C:18]([Cl:22])[CH:17]=2)[C:10]2([C:5]3[C:6](=[CH:7][C:2]([Cl:1])=[CH:3][CH:4]=3)[NH:8][C:9]2=[O:30])[CH:11]1[C:23]1[CH:28]=[CH:27][CH:26]=[C:25]([F:29])[CH:24]=1)=[O:33])[C:35]1[CH:40]=[CH:39][CH:38]=[CH:37][CH:36]=1. (2) Given the reactants [C:1]([NH:4][CH:5]([CH2:10][N:11]1[CH2:16][CH2:15][N:14]([CH3:17])[CH2:13][CH2:12]1)[C:6](OC)=[O:7])(=[O:3])[CH3:2].[BH4-].[Na+].O, predict the reaction product. The product is: [OH:7][CH2:6][CH:5]([NH:4][C:1](=[O:3])[CH3:2])[CH2:10][N:11]1[CH2:16][CH2:15][N:14]([CH3:17])[CH2:13][CH2:12]1. (3) Given the reactants C(Cl)(=O)C(Cl)=O.CS(C)=O.[CH2:11]([N:18]([CH2:28][CH:29]([OH:48])[CH2:30][N:31]([CH2:41][C:42]1[CH:47]=[CH:46][CH:45]=[CH:44][CH:43]=1)[C:32]([O:34][CH2:35][C:36]1[S:40][CH:39]=[N:38][CH:37]=1)=[O:33])[C:19](=[O:27])[O:20][CH2:21][C:22]1[S:26][CH:25]=[N:24][CH:23]=1)[C:12]1[CH:17]=[CH:16][CH:15]=[CH:14][CH:13]=1.CCN(CC)CC, predict the reaction product. The product is: [CH2:41]([N:31]([CH2:30][C:29](=[O:48])[CH2:28][N:18]([CH2:11][C:12]1[CH:13]=[CH:14][CH:15]=[CH:16][CH:17]=1)[C:19]([O:20][CH2:21][C:22]1[S:26][CH:25]=[N:24][CH:23]=1)=[O:27])[C:32](=[O:33])[O:34][CH2:35][C:36]1[S:40][CH:39]=[N:38][CH:37]=1)[C:42]1[CH:43]=[CH:44][CH:45]=[CH:46][CH:47]=1. (4) Given the reactants [Mg].[F:2][C:3]1[CH:10]=[CH:9][C:6]([CH2:7]Br)=[CH:5][CH:4]=1.Cl[CH2:12][CH2:13][CH2:14][C:15]#[N:16], predict the reaction product. The product is: [F:2][C:3]1[CH:10]=[CH:9][C:6]([CH2:7][C:15]2[CH2:14][CH2:13][CH2:12][N:16]=2)=[CH:5][CH:4]=1. (5) Given the reactants [C:1]1([C:27]2[CH:32]=[CH:31][CH:30]=[CH:29][CH:28]=2)[C:2]([C:7]([N:9]2[CH2:13][C@H:12]([OH:14])[CH2:11][C@H:10]2[CH2:15][N:16]2C(=O)C3C(=CC=CC=3)C2=O)=[O:8])=[CH:3][CH:4]=[CH:5][CH:6]=1.O.NN, predict the reaction product. The product is: [NH2:16][CH2:15][C@@H:10]1[CH2:11][C@@H:12]([OH:14])[CH2:13][N:9]1[C:7]([C:2]1[CH:3]=[CH:4][CH:5]=[CH:6][C:1]=1[C:27]1[CH:32]=[CH:31][CH:30]=[CH:29][CH:28]=1)=[O:8].